Dataset: Catalyst prediction with 721,799 reactions and 888 catalyst types from USPTO. Task: Predict which catalyst facilitates the given reaction. (1) Reactant: [I:1][C:2]1[C:7]([C:8]([O:10]C)=[O:9])=[C:6]([O:12][CH3:13])[N:5]=[CH:4][CH:3]=1.[OH-].[Na+]. Product: [I:1][C:2]1[C:7]([C:8]([OH:10])=[O:9])=[C:6]([O:12][CH3:13])[N:5]=[CH:4][CH:3]=1. The catalyst class is: 5. (2) Product: [CH:1]([C:4]1[CH:9]=[CH:8][N:7]=[CH:6][C:5]=1[CH3:15])([CH3:3])[CH3:2]. Reactant: [CH:1]([CH:4]1[CH:9]=[CH:8][N:7](C(OCC)=O)[CH:6]=[C:5]1[CH3:15])([CH3:3])[CH3:2].C(O)(=O)C.ClC1C(=O)C(C#N)=C(C#N)C(=O)C=1Cl.[OH-].[Na+]. The catalyst class is: 4. (3) Reactant: [NH3:1].C[O:3][C:4](=O)[C:5]1[CH:10]=[CH:9][CH:8]=[C:7]([N+:11]([O-:13])=[O:12])[C:6]=1[CH2:14]Br. Product: [N+:11]([C:7]1[CH:8]=[CH:9][CH:10]=[C:5]2[C:6]=1[CH2:14][NH:1][C:4]2=[O:3])([O-:13])=[O:12]. The catalyst class is: 5.